Dataset: Peptide-MHC class I binding affinity with 185,985 pairs from IEDB/IMGT. Task: Regression. Given a peptide amino acid sequence and an MHC pseudo amino acid sequence, predict their binding affinity value. This is MHC class I binding data. (1) The peptide sequence is KEHVIQNAF. The MHC is HLA-B40:01 with pseudo-sequence HLA-B40:01. The binding affinity (normalized) is 0.519. (2) The peptide sequence is AAYHPQQFIYA. The MHC is HLA-A23:01 with pseudo-sequence HLA-A23:01. The binding affinity (normalized) is 0.121. (3) The peptide sequence is SLEATYHII. The MHC is HLA-A02:01 with pseudo-sequence HLA-A02:01. The binding affinity (normalized) is 0.387. (4) The peptide sequence is IYTTNDNNY. The MHC is HLA-A02:06 with pseudo-sequence HLA-A02:06. The binding affinity (normalized) is 0.0847. (5) The binding affinity (normalized) is 0.0929. The MHC is H-2-Kk with pseudo-sequence H-2-Kk. The peptide sequence is EDDEDLDEF. (6) The peptide sequence is NISGYNFSL. The MHC is HLA-A32:01 with pseudo-sequence HLA-A32:01. The binding affinity (normalized) is 0.185. (7) The peptide sequence is SFNCGGEFF. The MHC is HLA-A02:02 with pseudo-sequence HLA-A02:02. The binding affinity (normalized) is 0.129.